Dataset: Retrosynthesis with 50K atom-mapped reactions and 10 reaction types from USPTO. Task: Predict the reactants needed to synthesize the given product. (1) Given the product CN1CCN(c2ccnc3c2c(I)cn3S(=O)(=O)c2ccccc2)CC1, predict the reactants needed to synthesize it. The reactants are: CN1CCNCC1.O=S(=O)(c1ccccc1)n1cc(I)c2c(Cl)ccnc21. (2) Given the product COC(=O)C1(NC(=O)Cc2cc(C3CC3)c(C)cc2C)CCN(OC)CC1, predict the reactants needed to synthesize it. The reactants are: COC(=O)C1(N)CCN(OC)CC1.Cc1cc(C)c(C2CC2)cc1CC(=O)Cl. (3) Given the product C[C@H](c1ccccc1)N1CCOC(c2ccc(C(N)=O)cc2)CC1, predict the reactants needed to synthesize it. The reactants are: CN(C)C=O.C[C@H](c1ccccc1)N1CCOC(c2ccc(C(=O)O)cc2)CC1.